This data is from Full USPTO retrosynthesis dataset with 1.9M reactions from patents (1976-2016). The task is: Predict the reactants needed to synthesize the given product. (1) Given the product [ClH:36].[ClH:38].[F:25][C:22]1[CH:23]=[CH:24][C:19]([C:17]2[N:18]=[C:14]([CH:11]3[CH2:12][CH2:13][NH:8][CH2:9][CH2:10]3)[N:15]([CH2:30][CH2:31][N:32]([CH3:34])[CH3:33])[CH:16]=2)=[CH:20][C:21]=1[C:26]([F:27])([F:28])[F:29], predict the reactants needed to synthesize it. The reactants are: C(OC([N:8]1[CH2:13][CH2:12][CH:11]([C:14]2[N:15]([CH2:30][CH2:31][N:32]([CH3:34])[CH3:33])[CH:16]=[C:17]([C:19]3[CH:24]=[CH:23][C:22]([F:25])=[C:21]([C:26]([F:29])([F:28])[F:27])[CH:20]=3)[N:18]=2)[CH2:10][CH2:9]1)=O)(C)(C)C.C(Cl)[Cl:36].[ClH:38].CO. (2) Given the product [C:25]([NH:29][S:30]([C:33]1[CH:34]=[CH:35][CH:36]=[C:37]([C:2]2[N:7]=[C:6]([C:8]3[CH:13]=[C:12]([C:14]4[CH:15]=[CH:16][C:17]([C:20]([F:21])([F:22])[F:23])=[CH:18][CH:19]=4)[CH:11]=[C:10]([CH3:24])[N:9]=3)[CH:5]=[CH:4][CH:3]=2)[CH:38]=1)(=[O:32])=[O:31])([CH3:28])([CH3:26])[CH3:27], predict the reactants needed to synthesize it. The reactants are: Br[C:2]1[N:7]=[C:6]([C:8]2[CH:13]=[C:12]([C:14]3[CH:19]=[CH:18][C:17]([C:20]([F:23])([F:22])[F:21])=[CH:16][CH:15]=3)[CH:11]=[C:10]([CH3:24])[N:9]=2)[CH:5]=[CH:4][CH:3]=1.[C:25]([NH:29][S:30]([C:33]1[CH:34]=[C:35](B(O)O)[CH:36]=[CH:37][CH:38]=1)(=[O:32])=[O:31])([CH3:28])([CH3:27])[CH3:26]. (3) Given the product [CH2:24]([O:17][C@H:7]1[CH2:8][C:9]2[C:14](=[CH:13][C:12]([O:15][CH3:16])=[CH:11][CH:10]=2)[C@H:6]1[NH:5][C:3](=[O:4])[C:2]([F:18])([F:19])[F:1])[CH:23]=[CH2:22], predict the reactants needed to synthesize it. The reactants are: [F:1][C:2]([F:19])([F:18])[C:3]([NH:5][C@@H:6]1[C:14]2[C:9](=[CH:10][CH:11]=[C:12]([O:15][CH3:16])[CH:13]=2)[CH2:8][C@@H:7]1[OH:17])=[O:4].[H-].[Na+].[CH2:22](Br)[CH:23]=[CH2:24].O.